This data is from Full USPTO retrosynthesis dataset with 1.9M reactions from patents (1976-2016). The task is: Predict the reactants needed to synthesize the given product. (1) Given the product [CH:44]1([C:22]2[C:21]3[CH:20]=[CH:19][C:18]([C:15]([NH:50][C:51]4([C:56]([NH:58][C:59]5[CH:64]=[CH:63][C:62](/[CH:65]=[CH:2]/[C:3]([OH:5])=[O:4])=[CH:61][CH:60]=5)=[O:57])[CH2:55][CH2:54][CH2:53][CH2:52]4)=[O:17])=[CH:43][C:42]=3[N:24]3[C:23]=2[C:30]2[CH:31]=[CH:32][CH:33]=[CH:34][C:29]=2[O:28][CH2:27][C@H:26]([N:35]([CH2:36][CH2:37][N:38]([CH3:39])[CH3:40])[CH3:41])[CH2:25]3)[CH2:49][CH2:48][CH2:47][CH2:46][CH2:45]1, predict the reactants needed to synthesize it. The reactants are: F[C:2](F)(F)[C:3]([O-:5])=[O:4].FC(F)(F)C([O-])=O.[C:15]([C:18]1[CH:19]=[CH:20][C:21]2[C:22]([CH:44]3[CH2:49][CH2:48][CH2:47][CH2:46][CH2:45]3)=[C:23]3[C:30]4[CH:31]=[CH:32][CH:33]=[CH:34][C:29]=4[O:28][CH2:27][C@H:26]([NH+:35]([CH3:41])[CH2:36][CH2:37][NH+:38]([CH3:40])[CH3:39])[CH2:25][N:24]3[C:42]=2[CH:43]=1)([OH:17])=O.[NH2:50][C:51]1([C:56]([NH:58][C:59]2[CH:64]=[CH:63][C:62](/[CH:65]=C/C(OC)=O)=[CH:61][CH:60]=2)=[O:57])[CH2:55][CH2:54][CH2:53][CH2:52]1.CCN(C(C)C)C(C)C.CN(C(ON1N=NC2C=CC=NC1=2)=[N+](C)C)C.F[P-](F)(F)(F)(F)F.O.[OH-].[Li+]. (2) Given the product [CH:1]1([CH2:4][O:5][C:6]2[C:7]([F:34])=[CH:8][C:9]([C:13]3[O:14][C:15]4[CH:21]=[C:20]([O:22][CH2:23][C@@H:24]([NH:26][C:27](=[O:28])[CH3:36])[CH3:25])[CH:19]=[CH:18][C:16]=4[N:17]=3)=[CH:10][C:11]=2[F:12])[CH2:2][CH2:3]1, predict the reactants needed to synthesize it. The reactants are: [CH:1]1([CH2:4][O:5][C:6]2[C:11]([F:12])=[CH:10][C:9]([C:13]3[O:14][C:15]4[CH:21]=[C:20]([O:22][CH2:23][C@@H:24]([NH:26][C:27](=O)[O:28]C(C)(C)C)[CH3:25])[CH:19]=[CH:18][C:16]=4[N:17]=3)=[CH:8][C:7]=2[F:34])[CH2:3][CH2:2]1.Cl.[C:36](OCC)(=O)C. (3) The reactants are: [Cl:1][C:2]1[N:3]=[C:4]([N:13]2[CH2:18][CH2:17][O:16][CH2:15][CH2:14]2)[C:5]2[S:10][C:9]([CH:11]=O)=[CH:8][C:6]=2[N:7]=1.[CH3:19][N:20]([CH3:28])[CH2:21][CH:22]1[CH2:27][CH2:26][NH:25][CH2:24][CH2:23]1. Given the product [Cl:1][C:2]1[N:3]=[C:4]([N:13]2[CH2:18][CH2:17][O:16][CH2:15][CH2:14]2)[C:5]2[S:10][C:9]([CH2:11][N:25]3[CH2:26][CH2:27][CH:22]([CH2:21][N:20]([CH3:28])[CH3:19])[CH2:23][CH2:24]3)=[CH:8][C:6]=2[N:7]=1, predict the reactants needed to synthesize it. (4) Given the product [CH2:1]([O:8][C:9]1[CH:17]=[CH:16][C:12]([CH2:13][OH:14])=[CH:11][C:10]=1[C@@H:18]([C:28]1[CH:29]=[CH:30][CH:31]=[CH:32][CH:33]=1)[CH2:19][CH2:20][N:21]([CH:22]([CH3:23])[CH3:24])[CH:25]([CH3:26])[CH3:27])[C:2]1[CH:3]=[CH:4][CH:5]=[CH:6][CH:7]=1, predict the reactants needed to synthesize it. The reactants are: [CH2:1]([O:8][C:9]1[CH:17]=[CH:16][C:12]([C:13]([O-])=[O:14])=[CH:11][C:10]=1[CH:18]([C:28]1[CH:33]=[CH:32][CH:31]=[CH:30][CH:29]=1)[CH2:19][CH2:20][N:21]([CH:25]([CH3:27])[CH3:26])[CH:22]([CH3:24])[CH3:23])[C:2]1[CH:7]=[CH:6][CH:5]=[CH:4][CH:3]=1.COCCO[AlH2-]OCCOC.[Na+].CO.O. (5) Given the product [F:31][CH:2]([CH:12]1[CH2:17][CH2:16][N:15]([C:18]([O:20][C:21]([CH3:24])([CH3:23])[CH3:22])=[O:19])[CH2:14][CH2:13]1)[C:3]#[C:4][C:5]1[CH:10]=[CH:9][CH:8]=[C:7]([CH3:11])[N:6]=1, predict the reactants needed to synthesize it. The reactants are: O[CH:2]([CH:12]1[CH2:17][CH2:16][N:15]([C:18]([O:20][C:21]([CH3:24])([CH3:23])[CH3:22])=[O:19])[CH2:14][CH2:13]1)[C:3]#[C:4][C:5]1[CH:10]=[CH:9][CH:8]=[C:7]([CH3:11])[N:6]=1.C(N(S(F)(F)[F:31])CC)C. (6) Given the product [NH2:1][CH2:2][CH:3]1[CH:7]2[CH2:8][CH2:9][CH2:10][CH:6]2[CH2:5][N:4]1[C:11]([C:13]1[CH:18]=[C:17]([CH3:19])[CH:16]=[CH:15][C:14]=1[C:35]1[CH:36]=[N:37][N:38]([CH3:40])[CH:39]=1)=[O:12], predict the reactants needed to synthesize it. The reactants are: [NH2:1][CH2:2][CH:3]1[CH:7]2[CH2:8][CH2:9][CH2:10][CH:6]2[CH2:5][N:4]1[C:11]([C:13]1[CH:18]=[C:17]([CH3:19])[CH:16]=[CH:15][C:14]=1N1N=CC=N1)=[O:12].CC1C=CC([C:35]2[CH:36]=[N:37][N:38]([CH3:40])[CH:39]=2)=C(C=1)C(O)=O. (7) Given the product [NH2:1][C:2]1[C:11]2[C:6](=[CH:7][C:8]([O:15][CH3:16])=[C:9]([O:13][CH3:14])[C:10]=2[C:36]2[CH:37]=[CH:38][C:33]([F:32])=[CH:34][CH:35]=2)[N:5]=[C:4]([N:17]2[CH2:23][CH2:22][CH2:21][N:20]([C:24]([N:26]3[CH2:31][CH2:30][O:29][CH2:28][CH2:27]3)=[O:25])[CH2:19][CH2:18]2)[N:3]=1, predict the reactants needed to synthesize it. The reactants are: [NH2:1][C:2]1[C:11]2[C:6](=[CH:7][C:8]([O:15][CH3:16])=[C:9]([O:13][CH3:14])[C:10]=2I)[N:5]=[C:4]([N:17]2[CH2:23][CH2:22][CH2:21][N:20]([C:24]([N:26]3[CH2:31][CH2:30][O:29][CH2:28][CH2:27]3)=[O:25])[CH2:19][CH2:18]2)[N:3]=1.[F:32][C:33]1[CH:38]=[CH:37][C:36](B(O)O)=[CH:35][CH:34]=1.